Task: Regression. Given a peptide amino acid sequence and an MHC pseudo amino acid sequence, predict their binding affinity value. This is MHC class I binding data.. Dataset: Peptide-MHC class I binding affinity with 185,985 pairs from IEDB/IMGT (1) The peptide sequence is GRQEKNPAL. The MHC is HLA-A30:01 with pseudo-sequence HLA-A30:01. The binding affinity (normalized) is 0.0847. (2) The peptide sequence is IHDFVDKTL. The MHC is HLA-A24:03 with pseudo-sequence HLA-A24:03. The binding affinity (normalized) is 0.0847. (3) The peptide sequence is TVIDVNTGK. The MHC is HLA-B83:01 with pseudo-sequence HLA-B83:01. The binding affinity (normalized) is 0.213. (4) The peptide sequence is NHHPRARSM. The binding affinity (normalized) is 0.0847. The MHC is HLA-B08:02 with pseudo-sequence HLA-B08:02. (5) The peptide sequence is ILCFTIKRK. The MHC is HLA-A33:01 with pseudo-sequence HLA-A33:01. The binding affinity (normalized) is 0.00975. (6) The MHC is HLA-A02:02 with pseudo-sequence HLA-A02:02. The peptide sequence is DVFRPLFDFV. The binding affinity (normalized) is 0.360. (7) The peptide sequence is SVFQGALFA. The MHC is HLA-A02:12 with pseudo-sequence HLA-A02:12. The binding affinity (normalized) is 0.140. (8) The peptide sequence is RQWFIDVPL. The MHC is BoLA-D18.4 with pseudo-sequence BoLA-D18.4. The binding affinity (normalized) is 0.637.